From a dataset of Full USPTO retrosynthesis dataset with 1.9M reactions from patents (1976-2016). Predict the reactants needed to synthesize the given product. (1) Given the product [CH:21]([NH:1][C:2]1[CH:9]=[C:8]([O:10][CH3:11])[C:7]([O:12][CH3:13])=[CH:6][C:3]=1[C:4]#[N:5])([CH3:23])[CH3:22], predict the reactants needed to synthesize it. The reactants are: [NH2:1][C:2]1[CH:9]=[C:8]([O:10][CH3:11])[C:7]([O:12][CH3:13])=[CH:6][C:3]=1[C:4]#[N:5].C(=O)([O-])[O-].[K+].[K+].I[CH:21]([CH3:23])[CH3:22]. (2) Given the product [C:1]([O:5][C:6]([N:8]1[CH2:9][C@H:10]([C:38]([N:49]2[CH2:48][CH2:47][CH2:46][C@@H:45]2[C:43]([O:42][CH3:41])=[O:44])=[O:39])[CH2:11][C@H:12]([C:14](=[O:37])[NH:15][CH2:16][C:17]2([CH2:31][CH2:32][CH2:33][CH2:34][O:35][CH3:36])[C:18]3[CH:19]=[CH:20][CH:21]=[CH:22][C:23]=3[O:24][C:25]3[C:30]2=[CH:29][CH:28]=[CH:27][CH:26]=3)[CH2:13]1)=[O:7])([CH3:4])([CH3:3])[CH3:2], predict the reactants needed to synthesize it. The reactants are: [C:1]([O:5][C:6]([N:8]1[CH2:13][C@@H:12]([C:14](=[O:37])[NH:15][CH2:16][C:17]2([CH2:31][CH2:32][CH2:33][CH2:34][O:35][CH3:36])[C:30]3[CH:29]=[CH:28][CH:27]=[CH:26][C:25]=3[O:24][C:23]3[C:18]2=[CH:19][CH:20]=[CH:21][CH:22]=3)[CH2:11][C@@H:10]([C:38](O)=[O:39])[CH2:9]1)=[O:7])([CH3:4])([CH3:3])[CH3:2].[CH3:41][O:42][C:43]([CH:45]1[NH:49][CH2:48][CH2:47][CH2:46]1)=[O:44].Cl. (3) Given the product [C:1]([O:5][C:6](=[O:14])[NH:7][CH:8]1[CH2:13][CH2:12][N:11]([C:16]2[CH:21]=[CH:20][N:19]=[CH:18][CH:17]=2)[CH2:10][CH2:9]1)([CH3:4])([CH3:2])[CH3:3], predict the reactants needed to synthesize it. The reactants are: [C:1]([O:5][C:6](=[O:14])[NH:7][CH:8]1[CH2:13][CH2:12][NH:11][CH2:10][CH2:9]1)([CH3:4])([CH3:3])[CH3:2].Cl[C:16]1[CH:21]=[CH:20][N:19]=[CH:18][CH:17]=1.